This data is from Full USPTO retrosynthesis dataset with 1.9M reactions from patents (1976-2016). The task is: Predict the reactants needed to synthesize the given product. Given the product [C:34]([C:33]1[CH:36]=[C:29]([CH:30]=[CH:31][C:32]=1[O:37][CH:38]([CH3:40])[CH3:39])[CH2:28][O:1][C:2]1[CH:3]=[C:4]2[C:8](=[CH:9][CH:10]=1)[N:7]1[CH2:11][CH2:12][CH2:13][CH:14]([CH2:15][C:16]([O:18][CH2:19][CH3:20])=[O:17])[C:6]1=[CH:5]2)#[N:35], predict the reactants needed to synthesize it. The reactants are: [OH:1][C:2]1[CH:3]=[C:4]2[C:8](=[CH:9][CH:10]=1)[N:7]1[CH2:11][CH2:12][CH2:13][CH:14]([CH2:15][C:16]([O:18][CH2:19][CH3:20])=[O:17])[C:6]1=[CH:5]2.C(=O)([O-])[O-].[Cs+].[Cs+].Cl[CH2:28][C:29]1[CH:30]=[CH:31][C:32]([O:37][CH:38]([CH3:40])[CH3:39])=[C:33]([CH:36]=1)[C:34]#[N:35].